Dataset: Peptide-MHC class I binding affinity with 185,985 pairs from IEDB/IMGT. Task: Regression. Given a peptide amino acid sequence and an MHC pseudo amino acid sequence, predict their binding affinity value. This is MHC class I binding data. The MHC is HLA-B27:05 with pseudo-sequence HLA-B27:05. The peptide sequence is RVRGAVTGM. The binding affinity (normalized) is 0.0847.